Dataset: Forward reaction prediction with 1.9M reactions from USPTO patents (1976-2016). Task: Predict the product of the given reaction. (1) Given the reactants C(O)(C(F)(F)F)=O.[F:8][C:9]1[CH:10]=[C:11]([NH:20][C:21]([C@@H:23]2[N:32]([C:33]([C@H:35]3[CH2:38][C@H:37]([CH2:39][C:40]([O:42]C(C)(C)C)=[O:41])[CH2:36]3)=[O:34])[CH2:31][CH2:30][C:29]3[N:28]=[C:27]([O:47][CH3:48])[CH:26]=[CH:25][C:24]2=3)=[O:22])[CH:12]=[C:13]2[C:17]=1[C:16]([CH3:19])([CH3:18])[CH2:15][CH2:14]2, predict the reaction product. The product is: [F:8][C:9]1[CH:10]=[C:11]([NH:20][C:21]([C@@H:23]2[N:32]([C:33]([C@H:35]3[CH2:38][C@H:37]([CH2:39][C:40]([OH:42])=[O:41])[CH2:36]3)=[O:34])[CH2:31][CH2:30][C:29]3[N:28]=[C:27]([O:47][CH3:48])[CH:26]=[CH:25][C:24]2=3)=[O:22])[CH:12]=[C:13]2[C:17]=1[C:16]([CH3:19])([CH3:18])[CH2:15][CH2:14]2. (2) Given the reactants [C:1]([C:3]1[C:7](=[C:8]([C:11]#[N:12])[C:9]#[N:10])[O:6][C:5]([CH3:14])([CH3:13])[C:4]=1/[CH:15]=[CH:16]/[C:17]1[CH:22]=[CH:21][C:20]([NH:23]C(=O)OC(C)(C)C)=[CH:19][CH:18]=1)#[N:2].C(O)(C(F)(F)F)=O, predict the reaction product. The product is: [NH2:23][C:20]1[CH:21]=[CH:22][C:17](/[CH:16]=[CH:15]/[C:4]2[C:5]([CH3:14])([CH3:13])[O:6][C:7](=[C:8]([C:11]#[N:12])[C:9]#[N:10])[C:3]=2[C:1]#[N:2])=[CH:18][CH:19]=1. (3) The product is: [CH:24]([C:23]1[C:18]([O:17][CH2:16][C@H:9]([OH:1])[CH2:10][C:11]([O:13][CH2:14][CH3:15])=[O:12])=[C:19]([CH3:30])[C:20]([O:26][CH2:27][CH2:28][CH3:29])=[CH:21][CH:22]=1)=[O:25]. Given the reactants [O:1]([C@@H:9]([CH2:16][O:17][C:18]1[C:23]([CH:24]=[O:25])=[CH:22][CH:21]=[C:20]([O:26][CH2:27][CH2:28][CH3:29])[C:19]=1[CH3:30])[CH2:10][C:11]([O:13][CH2:14][CH3:15])=[O:12])[Si](C(C)(C)C)(C)C.CCCC[N+](CCCC)(CCCC)CCCC.[F-], predict the reaction product. (4) Given the reactants OC[C:3]1[CH:7]=[CH:6][S:5][C:4]=1[C:8]1[N:13]=[C:12]2[N:14]([CH2:18][CH:19]3[CH2:24][CH2:23][O:22][CH2:21][CH2:20]3)[C:15](=[O:17])[NH:16][C:11]2=[N:10][CH:9]=1.[CH:25]([C:27]1C=CSC=1B(O)O)=[O:26].[BH4-].[Na+].BrC1N=C2N(CC3CCOCC3)C(=[O:47])NC2=NC=1.C(=O)([O-])[O-].[K+].[K+], predict the reaction product. The product is: [OH:26][CH2:25][CH2:27][O:47][C:3]1[CH:7]=[CH:6][S:5][C:4]=1[C:8]1[N:13]=[C:12]2[N:14]([CH2:18][CH:19]3[CH2:24][CH2:23][O:22][CH2:21][CH2:20]3)[C:15](=[O:17])[NH:16][C:11]2=[N:10][CH:9]=1.